This data is from Full USPTO retrosynthesis dataset with 1.9M reactions from patents (1976-2016). The task is: Predict the reactants needed to synthesize the given product. (1) Given the product [Br:1][C:2]1[CH:3]=[CH:4][C:5]([C:8]2[N:30]=[C:11]([C@@H:12]([NH:16][C:17](=[O:23])[O:18][C:19]([CH3:22])([CH3:21])[CH3:20])[CH:13]([CH3:15])[CH3:14])[NH:10][CH:9]=2)=[N:6][CH:7]=1, predict the reactants needed to synthesize it. The reactants are: [Br:1][C:2]1[CH:3]=[CH:4][C:5]([C:8](=O)[CH2:9][NH:10][C:11](=O)[C@@H:12]([NH:16][C:17](=[O:23])[O:18][C:19]([CH3:22])([CH3:21])[CH3:20])[CH:13]([CH3:15])[CH3:14])=[N:6][CH:7]=1.C([O-])(=O)C.[NH4+:30]. (2) Given the product [CH3:1][O:2][C:3]([C@@H:5]1[CH2:10][CH2:9][CH2:8][C:7]2([CH2:11][CH2:12][CH2:13][CH2:14][CH2:15]2)[C@H:6]1[OH:16])=[O:4], predict the reactants needed to synthesize it. The reactants are: [CH3:1][O:2][C:3]([CH:5]1[CH2:10][CH2:9][CH2:8][C:7]2([CH2:15][CH2:14][CH2:13][CH2:12][CH2:11]2)[C:6]1=[O:16])=[O:4].[BH4-].[Na+].Cl. (3) Given the product [C:1]([C:3]1[CH:4]=[CH:5][C:6]([CH2:7][C:8]2[C:9]([C:27]([O:29][CH2:30][CH3:31])=[O:28])=[CH:10][N:11]([CH2:13][C:14]3[C:19]([OH:37])=[CH:18][CH:17]=[C:16]([C:20]#[N:21])[CH:15]=3)[CH:12]=2)=[CH:32][CH:33]=1)#[N:2], predict the reactants needed to synthesize it. The reactants are: [C:1]([C:3]1[CH:33]=[CH:32][C:6]([CH2:7][C:8]2[C:9]([C:27]([O:29][CH2:30][CH3:31])=[O:28])=[CH:10][N:11]([CH:13](OC(C)(C)C)[C:14]3[CH:19]=[CH:18][CH:17]=[C:16]([C:20]#[N:21])[CH:15]=3)[CH:12]=2)=[CH:5][CH:4]=1)#[N:2].FC(F)(F)C(O)=[O:37]. (4) Given the product [CH2:21]([O:23][C:24]([C:25]1[C:26](=[O:27])[N:11]([CH2:12][C:13]2[CH:14]=[CH:15][C:16]([O:19][CH3:20])=[CH:17][CH:18]=2)[C:5]2[C:6]([C:8]=1[CH3:9])=[CH:7][C:2]([Cl:1])=[CH:3][CH:4]=2)=[O:29])[CH3:22], predict the reactants needed to synthesize it. The reactants are: [Cl:1][C:2]1[CH:3]=[CH:4][C:5]([NH:11][CH2:12][C:13]2[CH:18]=[CH:17][C:16]([O:19][CH3:20])=[CH:15][CH:14]=2)=[C:6]([C:8](=O)[CH3:9])[CH:7]=1.[CH2:21]([O:23][C:24](=[O:29])[CH2:25][C:26](Cl)=[O:27])[CH3:22].CC[O-].[Na+]. (5) Given the product [N+:11]([C:8]1[CH:9]=[CH:10][C:5]([C:3](=[O:4])[CH2:2][N:29]2[CH2:30][CH2:31][N:26]([CH2:25][CH2:24][C:21]3[CH:20]=[CH:19][C:18]([N+:15]([O-:17])=[O:16])=[CH:23][CH:22]=3)[CH2:27][CH2:28]2)=[CH:6][CH:7]=1)([O-:13])=[O:12], predict the reactants needed to synthesize it. The reactants are: Br[CH2:2][C:3]([C:5]1[CH:10]=[CH:9][C:8]([N+:11]([O-:13])=[O:12])=[CH:7][CH:6]=1)=[O:4].Cl.[N+:15]([C:18]1[CH:23]=[CH:22][C:21]([CH2:24][CH2:25][N:26]2[CH2:31][CH2:30][NH:29][CH2:28][CH2:27]2)=[CH:20][CH:19]=1)([O-:17])=[O:16].CCN(C(C)C)C(C)C.[NH4+].[Cl-]. (6) Given the product [Cl:1][C:2]1[CH:3]=[C:4]([CH:14]=[CH:15][C:16]=1[Cl:17])[CH2:5][N:6]1[CH2:11][CH2:10][O:9][CH:8]([CH2:12][NH:13][C:24](=[O:25])[CH2:23][C:19]2[O:18][CH:22]=[CH:21][CH:20]=2)[CH2:7]1, predict the reactants needed to synthesize it. The reactants are: [Cl:1][C:2]1[CH:3]=[C:4]([CH:14]=[CH:15][C:16]=1[Cl:17])[CH2:5][N:6]1[CH2:11][CH2:10][O:9][CH:8]([CH2:12][NH2:13])[CH2:7]1.[O:18]1[CH:22]=[CH:21][CH:20]=[C:19]1[CH2:23][C:24](O)=[O:25]. (7) Given the product [F:32][C:26]1[CH:27]=[CH:28][CH:29]=[C:30]([F:31])[C:25]=1[NH:24][C:22](=[O:23])[C:21]1[CH:33]=[C:17]([C:9]2[N:10]=[C:11]3[CH:16]=[CH:15][CH:14]=[CH:13][N:12]3[C:8]=2[C:6]2[CH:5]=[CH:4][N:3]=[C:2]([NH:49][C:48]3[CH:50]=[CH:51][C:45]([C:43]4[O:44][C:40]([CH2:39][N:37]([CH3:36])[CH3:38])=[N:41][N:42]=4)=[CH:46][C:47]=3[O:52][CH3:53])[N:7]=2)[CH:18]=[CH:19][C:20]=1[O:34][CH3:35], predict the reactants needed to synthesize it. The reactants are: Cl[C:2]1[N:7]=[C:6]([C:8]2[N:12]3[CH:13]=[CH:14][CH:15]=[CH:16][C:11]3=[N:10][C:9]=2[C:17]2[CH:18]=[CH:19][C:20]([O:34][CH3:35])=[C:21]([CH:33]=2)[C:22]([NH:24][C:25]2[C:30]([F:31])=[CH:29][CH:28]=[CH:27][C:26]=2[F:32])=[O:23])[CH:5]=[CH:4][N:3]=1.[CH3:36][N:37]([CH2:39][C:40]1[O:44][C:43]([C:45]2[CH:51]=[CH:50][C:48]([NH2:49])=[C:47]([O:52][CH3:53])[CH:46]=2)=[N:42][N:41]=1)[CH3:38].Cl. (8) Given the product [Br:1][CH:2]([CH2:6][CH3:7])[C:3]([NH:13][CH2:15][CH3:17])=[O:4], predict the reactants needed to synthesize it. The reactants are: [Br:1][CH:2]([CH2:6][CH3:7])[C:3](O)=[O:4].S(Cl)(Cl)=O.C[N:13]([CH:15]=O)C.[CH2:17](Cl)Cl. (9) Given the product [C:1]([NH:5][C:6]([C:8]1[C:16]2[C:11](=[N:12][CH:13]=[C:14]([C:17]3[C:25]4[C:20](=[CH:21][CH:22]=[C:23]([O:26][CH:27]([F:28])[F:29])[CH:24]=4)[N:19]([CH2:39][CH2:40][CH2:41][N:42]4[CH2:45][CH:44]([OH:46])[CH2:43]4)[N:18]=3)[N:15]=2)[N:10]([CH2:30][O:31][CH2:32][CH2:33][Si:34]([CH3:37])([CH3:36])[CH3:35])[CH:9]=1)=[O:7])([CH3:4])([CH3:3])[CH3:2], predict the reactants needed to synthesize it. The reactants are: [C:1]([NH:5][C:6]([C:8]1[C:16]2[C:11](=[N:12][CH:13]=[C:14]([C:17]3[C:25]4[C:20](=[CH:21][CH:22]=[C:23]([O:26][CH:27]([F:29])[F:28])[CH:24]=4)[NH:19][N:18]=3)[N:15]=2)[N:10]([CH2:30][O:31][CH2:32][CH2:33][Si:34]([CH3:37])([CH3:36])[CH3:35])[CH:9]=1)=[O:7])([CH3:4])([CH3:3])[CH3:2].Cl[CH2:39][CH2:40][CH2:41][N:42]1[CH2:45][CH:44]([OH:46])[CH2:43]1.C([O-])([O-])=O.[Cs+].[Cs+].